Dataset: Reaction yield outcomes from USPTO patents with 853,638 reactions. Task: Predict the reaction yield, written as a fraction of the theoretical maximum amount of product (1.0 means a 100% yield; for example, 0.34 means a 34% yield). The reactants are [Si]([O:8][CH:9]1[CH2:14][CH2:13][CH2:12][N:11]([C:15]2[CH:16]=[CH:17][C:18]([CH3:36])=[C:19]([CH:35]=2)[C:20]([NH:22][C:23]2[C:24]([CH3:34])=[C:25]([CH:30]=[CH:31][C:32]=2[CH3:33])[C:26]([O:28][CH3:29])=[O:27])=[O:21])[CH2:10]1)(C(C)(C)C)(C)C.[N+](CCCC)(CCCC)(CCCC)CCCC.[F-]. The catalyst is C1COCC1. The product is [OH:8][CH:9]1[CH2:14][CH2:13][CH2:12][N:11]([C:15]2[CH:16]=[CH:17][C:18]([CH3:36])=[C:19]([CH:35]=2)[C:20]([NH:22][C:23]2[C:24]([CH3:34])=[C:25]([CH:30]=[CH:31][C:32]=2[CH3:33])[C:26]([O:28][CH3:29])=[O:27])=[O:21])[CH2:10]1. The yield is 0.970.